This data is from Reaction yield outcomes from USPTO patents with 853,638 reactions. The task is: Predict the reaction yield, written as a fraction of the theoretical maximum amount of product (1.0 means a 100% yield; for example, 0.34 means a 34% yield). (1) The reactants are [N+:1]([O-:4])(O)=[O:2].[F:5][C:6]1[CH:12]=[CH:11][C:9]([NH2:10])=[C:8]([CH3:13])[CH:7]=1. The catalyst is OS(O)(=O)=O. The product is [F:5][C:6]1[C:12]([N+:1]([O-:4])=[O:2])=[CH:11][C:9]([NH2:10])=[C:8]([CH3:13])[CH:7]=1. The yield is 0.740. (2) The reactants are F[C:2]1[CH:9]=[CH:8][C:7]([CH2:10][CH2:11][C:12]2[NH:13][CH:14]=[C:15]([CH2:19][C:20]3[CH:21]=[N:22][CH:23]=[N:24][CH:25]=3)[C:16](=[O:18])[N:17]=2)=[CH:6][C:3]=1[C:4]#[N:5].[Cl:26][C:27]1[CH:32]=[CH:31][C:30]([OH:33])=[CH:29][C:28]=1[C:34]([F:37])([F:36])[F:35].C([O-])([O-])=O.[K+].[K+]. The catalyst is CN1C(=O)CCC1. The product is [Cl:26][C:27]1[CH:32]=[CH:31][C:30]([O:33][C:2]2[CH:9]=[CH:8][C:7]([CH2:10][CH2:11][C:12]3[NH:13][CH:14]=[C:15]([CH2:19][C:20]4[CH:21]=[N:22][CH:23]=[N:24][CH:25]=4)[C:16](=[O:18])[N:17]=3)=[CH:6][C:3]=2[C:4]#[N:5])=[CH:29][C:28]=1[C:34]([F:35])([F:36])[F:37]. The yield is 0.150. (3) The product is [Br:8][C:6]1[CH:5]=[N:4][CH:3]=[C:2](/[CH:10]=[CH:9]/[C:11]2[CH:16]=[CH:15][N:14]=[CH:13][CH:12]=2)[CH:7]=1. The catalyst is C(#N)C.C([O-])(=O)C.[Pd+2].C([O-])(=O)C. The reactants are Br[C:2]1[CH:3]=[N:4][CH:5]=[C:6]([Br:8])[CH:7]=1.[CH:9]([C:11]1[CH:16]=[CH:15][N:14]=[CH:13][CH:12]=1)=[CH2:10].C1(C)C=CC=CC=1P(C1C=CC=CC=1C)C1C=CC=CC=1C.C(N(CC)CC)C. The yield is 0.360. (4) The reactants are [Cl:1][C:2]1[C:3]([C:33]2[C:41]3[C:36](=[CH:37][CH:38]=[CH:39][CH:40]=3)[N:35]([S:42]([C:45]3[CH:50]=[CH:49][CH:48]=[CH:47][CH:46]=3)(=[O:44])=[O:43])[CH:34]=2)=[N:4][C:5]([NH:8][C@@H:9]2[CH2:14][CH2:13][CH2:12][C@H:11]([N:15]([CH2:23][C:24]3[CH:29]=[CH:28][C:27]([N+:30]([O-])=O)=[CH:26][CH:25]=3)[C:16](=[O:22])[O:17][C:18]([CH3:21])([CH3:20])[CH3:19])[CH2:10]2)=[N:6][CH:7]=1.CO.C1COCC1.[BH4-].[Na+]. The catalyst is CCOC(C)=O.O. The product is [NH2:30][C:27]1[CH:26]=[CH:25][C:24]([CH2:23][N:15]([C@H:11]2[CH2:12][CH2:13][CH2:14][C@@H:9]([NH:8][C:5]3[N:4]=[C:3]([C:33]4[C:41]5[C:36](=[CH:37][CH:38]=[CH:39][CH:40]=5)[N:35]([S:42]([C:45]5[CH:46]=[CH:47][CH:48]=[CH:49][CH:50]=5)(=[O:43])=[O:44])[CH:34]=4)[C:2]([Cl:1])=[CH:7][N:6]=3)[CH2:10]2)[C:16](=[O:22])[O:17][C:18]([CH3:19])([CH3:20])[CH3:21])=[CH:29][CH:28]=1. The yield is 0.520. (5) The reactants are Br[C:2]1[N:3]=[C:4]([N:7]2[CH2:12][CH2:11][O:10][CH2:9][CH2:8]2)[S:5][CH:6]=1.[Li]CCCC.[F:18][C:19]([F:27])([F:26])[C:20](N(OC)C)=[O:21]. The catalyst is C(OCC)C.C1COCC1. The product is [F:18][C:19]([F:27])([F:26])[C:20]([C:2]1[N:3]=[C:4]([N:7]2[CH2:12][CH2:11][O:10][CH2:9][CH2:8]2)[S:5][CH:6]=1)=[O:21]. The yield is 0.470.